This data is from Reaction yield outcomes from USPTO patents with 853,638 reactions. The task is: Predict the reaction yield, written as a fraction of the theoretical maximum amount of product (1.0 means a 100% yield; for example, 0.34 means a 34% yield). (1) The reactants are [Cl-].O[NH3+:3].[C:4](=[O:7])([O-:6])O.[Na+].CS(C)=O.[CH2:13]([C:17]1[N:18]=[C:19]([CH3:52])[N:20]([C:39]2[CH:40]=[C:41]([C:48]([O:50][CH3:51])=[O:49])[C:42]3[O:46][CH2:45][CH2:44][C:43]=3[CH:47]=2)[C:21](=[O:38])[C:22]=1[CH2:23][C:24]1[CH:29]=[CH:28][C:27]([C:30]2[CH:35]=[CH:34][CH:33]=[CH:32][C:31]=2[C:36]#[N:37])=[CH:26][CH:25]=1)[CH2:14][CH2:15][CH3:16]. The catalyst is O.C(OCC)(=O)C. The product is [CH2:13]([C:17]1[N:18]=[C:19]([CH3:52])[N:20]([C:39]2[CH:40]=[C:41]([C:48]([O:50][CH3:51])=[O:49])[C:42]3[O:46][CH2:45][CH2:44][C:43]=3[CH:47]=2)[C:21](=[O:38])[C:22]=1[CH2:23][C:24]1[CH:29]=[CH:28][C:27]([C:30]2[CH:35]=[CH:34][CH:33]=[CH:32][C:31]=2[C:36]2[NH:3][C:4](=[O:7])[O:6][N:37]=2)=[CH:26][CH:25]=1)[CH2:14][CH2:15][CH3:16]. The yield is 0.310. (2) The reactants are [Si]([O:8][CH2:9][C@@H:10]1[CH:14]([C:15]2[CH:20]=[CH:19][CH:18]=[CH:17][CH:16]=2)[O:13][C:12](=[O:21])[N:11]1[CH2:22][CH2:23][CH:24]1[CH2:29][CH2:28][N:27]([C:30]([O:32][C:33]([CH3:36])([CH3:35])[CH3:34])=[O:31])[CH2:26][CH2:25]1)(C(C)(C)C)(C)C.[F-].C([N+](CCCC)(CCCC)CCCC)CCC. The catalyst is O1CCCC1. The product is [OH:8][CH2:9][C@@H:10]1[CH:14]([C:15]2[CH:16]=[CH:17][CH:18]=[CH:19][CH:20]=2)[O:13][C:12](=[O:21])[N:11]1[CH2:22][CH2:23][CH:24]1[CH2:29][CH2:28][N:27]([C:30]([O:32][C:33]([CH3:36])([CH3:35])[CH3:34])=[O:31])[CH2:26][CH2:25]1. The yield is 0.910. (3) The reactants are [CH3:1][C:2]1[CH:3]=[C:4]([C:9]2[N:10]=[C:11]([NH2:20])[S:12][C:13]=2[C:14]2[CH:19]=[CH:18][N:17]=[CH:16][CH:15]=2)[CH:5]=[C:6]([CH3:8])[CH:7]=1.[CH2:21]([N:23]=[C:24]=[O:25])[CH3:22].C(=O)([O-])O.[Na+]. The catalyst is CN(C)C(=O)C. The product is [CH3:1][C:2]1[CH:3]=[C:4]([C:9]2[N:10]=[C:11]([NH:20][C:24]([NH:23][CH2:21][CH3:22])=[O:25])[S:12][C:13]=2[C:14]2[CH:19]=[CH:18][N:17]=[CH:16][CH:15]=2)[CH:5]=[C:6]([CH3:8])[CH:7]=1. The yield is 0.420. (4) The reactants are Br.[O:2]=[C:3]1[CH:7]=[C:6]([C@H:8]2[CH2:13][CH2:12][N:11](C(OC)=O)[C@H:10]([CH2:18][C:19]3[CH:24]=[CH:23][C:22]([C:25]([F:28])([F:27])[F:26])=[CH:21][CH:20]=3)[CH2:9]2)[O:5][NH:4]1. No catalyst specified. The product is [F:28][C:25]([F:26])([F:27])[C:22]1[CH:21]=[CH:20][C:19]([CH2:18][C@@H:10]2[CH2:9][C@@H:8]([C:6]3[O:5][NH:4][C:3](=[O:2])[CH:7]=3)[CH2:13][CH2:12][NH:11]2)=[CH:24][CH:23]=1. The yield is 0.760. (5) The reactants are [C:1]([O:5][C:6]([N:8]1[CH2:12][CH2:11][CH:10]([OH:13])[CH:9]1[C:14]([OH:16])=[O:15])=[O:7])([CH3:4])([CH3:3])[CH3:2].[C:17]([O-])([O-])=O.[K+].[K+].IC. The catalyst is CN(C=O)C.[Cl-].[Na+].O. The product is [CH3:17][O:15][C:14]([CH:9]1[CH:10]([OH:13])[CH2:11][CH2:12][N:8]1[C:6]([O:5][C:1]([CH3:4])([CH3:2])[CH3:3])=[O:7])=[O:16]. The yield is 0.870. (6) The reactants are [Cl:1][C:2]1[C:7]([N+:8]([O-])=O)=[CH:6][CH:5]=[CH:4][N:3]=1.[CH:11]([Mg]Br)=[CH2:12]. The catalyst is C1COCC1. The product is [Cl:1][C:2]1[N:3]=[CH:4][CH:5]=[C:6]2[C:7]=1[NH:8][CH:12]=[CH:11]2. The yield is 0.310. (7) The reactants are C[Al](C)C.[CH3:5][O:6][CH2:7][CH2:8][NH2:9].[CH3:10][C:11]1[O:15][N:14]=[C:13]([C:16]2[CH:21]=[CH:20][CH:19]=[CH:18][CH:17]=2)[C:12]=1[CH2:22][O:23][C:24]1[CH:32]=[CH:31][C:27]([C:28](O)=[O:29])=[CH:26][N:25]=1.O. The catalyst is O1CCOCC1. The product is [CH3:5][O:6][CH2:7][CH2:8][NH:9][C:28](=[O:29])[C:27]1[CH:31]=[CH:32][C:24]([O:23][CH2:22][C:12]2[C:13]([C:16]3[CH:17]=[CH:18][CH:19]=[CH:20][CH:21]=3)=[N:14][O:15][C:11]=2[CH3:10])=[N:25][CH:26]=1. The yield is 0.760. (8) The reactants are Br[C:2]1[N:6]=[CH:5][N:4]([C:7]2[CH:12]=[CH:11][C:10]([O:13][C:14]([F:17])([F:16])[F:15])=[CH:9][CH:8]=2)[N:3]=1.CC1(C)C(C)(C)OB([C:26]2[CH:31]=[CH:30][C:29]([CH2:32][C:33]([O:35][CH3:36])=[O:34])=[CH:28][CH:27]=2)O1.F[B-](F)(F)F.C([PH+](C(C)(C)C)C(C)(C)C)(C)(C)C.[F-].[Cs+]. The catalyst is O1CCOCC1.O.[Cl-].[Na+].O.C([O-])(=O)C.[Pd+2].C([O-])(=O)C. The product is [F:15][C:14]([F:17])([F:16])[O:13][C:10]1[CH:11]=[CH:12][C:7]([N:4]2[CH:5]=[N:6][C:2]([C:26]3[CH:31]=[CH:30][C:29]([CH2:32][C:33]([O:35][CH3:36])=[O:34])=[CH:28][CH:27]=3)=[N:3]2)=[CH:8][CH:9]=1. The yield is 0.820. (9) The reactants are C(OC(N1[CH2:13][CH2:12][CH:11]([CH2:14][CH2:15][CH2:16][N:17]2[C:25]3[N:20]4[C:21](=[N:26][CH:27]=[C:19]4[C:18]2=[O:28])[CH:22]=[CH:23][CH:24]=3)CC1)=O)(C)(C)C.[ClH:29]. The catalyst is C(O)C. The product is [ClH:29].[ClH:29].[NH:17]1[CH2:18][CH2:13][CH:12]([CH2:11][CH2:14][CH2:15][CH2:16][N:17]2[C:25]3[N:20]4[C:21](=[N:26][CH:27]=[C:19]4[C:18]2=[O:28])[CH:22]=[CH:23][CH:24]=3)[CH2:15][CH2:16]1. The yield is 0.845.